This data is from Experimentally validated miRNA-target interactions with 360,000+ pairs, plus equal number of negative samples. The task is: Binary Classification. Given a miRNA mature sequence and a target amino acid sequence, predict their likelihood of interaction. (1) The miRNA is hsa-miR-4438 with sequence CACAGGCUUAGAAAAGACAGU. The protein sequence of the target gene is MAGYEYVSPEQLAGFDKYKYSAVDTNPLSLYVMHPFWNTIVKVFPTWLAPNLITFSGFLLVVFNFLLMAYFDPDFYASAPGHKHVPDWVWIVVGILNFVAYTLDGVDGKQARRTNSSTPLGELFDHGLDSWSCVYFVVTVYSIFGRGSTGVSVFVLYLLLWVVLFSFILSHWEKYNTGILFLPWGYDISQVTISFVYIVTAVVGVEAWYEPFLFNFLYRDLFTAMIIGCALCVTLPMSLLNFFRSYKNNTLKLNSVYEAMVPLFSPCLLFILSTAWILWSPSDILELHPRVFYFMVGTAF.... Result: 1 (interaction). (2) The miRNA is hsa-miR-297 with sequence AUGUAUGUGUGCAUGUGCAUG. The protein sequence of the target gene is MESFRRFSLLSFIALLAYFAFLASAEHHVHQFVITPTPVKRLCRTHQSITVNGQYPGPTLVVRNGDSLAITVINRARYNISIHWHGIRQLRNPWADGPEYITQCPIRPGQTYTYRFKIEDQEGTLWWHAHSRWLRATVYGALIIYPRLGSPYPFSMPKRDIPILLGEWWDRNPMDVLKQAQFTGAAANVSDAYTINGQPGDLYRCSRAGTIRFPIFPGETVQLRVINAGMNQELFFSVANHQFTVVETDSAYTKPFTTNVIMIGPGQTTNVLLTANQRPGRYYMAARAYNSANAPFDNTT.... Result: 0 (no interaction). (3) The miRNA is hsa-miR-7106-3p with sequence AGCUCCCUGAAUCCCUGUCCCAG. The protein sequence of the target gene is MAAAKAEMQLMSPLQISDPFGSFPHSPTMDNYPKLEEMMLLSNGAPQFLGAAGAPEGSGSNSSSSSSGGGGGGGGGSNSSSSSSTFNPQADTGEQPYEHLTAESFPDISLNNEKVLVETSYPSQTTRLPPITYTGRFSLEPAPNSGNTLWPEPLFSLVSGLVSMTNPPASSSSAPSPAASSASASQSPPLSCAVPSNDSSPIYSAAPTFPTPNTDIFPEPQSQAFPGSAGTALQYPPPAYPAAKGGFQVPMIPDYLFPQQQGDLGLGTPDQKPFQGLESRTQQPSLTPLSTIKAFATQSG.... Result: 0 (no interaction). (4) The miRNA is hsa-miR-4694-3p with sequence CAAAUGGACAGGAUAACACCU. The protein sequence of the target gene is MPALACLRRLCRHLSPQAVLFLLFVFCLFSVFVSAYYLYGWNRGLEPSADASESDCGDPPPVAPSRLLPIKPVQAVAPSRTDPLVLVFVESLYSQLGQEVVAILESSRFKYRTEIAPGKGDMPTLTDKGRGRFALIIYENILKYVNLDAWNRELLDKYCVAYGVGIIGFFKANENSLLSAQLKGFPLFLHSNLGLKDCSINPKSPLLYVTRPSEVEKGVLPGEDWTVFQSNHSTYEPVLLAKTRSSESIPHLGADAGLHAALHATVVQDLGLHDGIQRVLFGNNLNFWLHKLVFVDAVAF.... Result: 0 (no interaction). (5) The miRNA is mmu-miR-509-5p with sequence UACUCCAGAAUGUGGCAAUCAU. The protein sequence of the target gene is MRGTPLLLVSLFALLQPGDCRLANAEEKLMDDLLNKTRYNNLIRPATSSSQLISIRLELSLSQLISVNEREQIMTTSIWLKQEWTDYRLAWNSSCYEGVNILRIPAKRVWLPDIVLYNNADGTYEVSVYTNVIVRSNGSIQWLPPAIYKSACKIEVKHFPFDQQNCTLKFRSWTYDHTEIDMVLKSPTAIMDDFTPSGEWDIVALPGRRTVNPQDPSYVDVTYDFIIKRKPLFYTINLIIPCVLITSLAILVFYLPSDCGEKMTLCISVLLALTFFLLLISKIVPPTSLDIPLIGKYLLF.... Result: 1 (interaction).